Dataset: Full USPTO retrosynthesis dataset with 1.9M reactions from patents (1976-2016). Task: Predict the reactants needed to synthesize the given product. (1) The reactants are: [CH2:1]([N:8]1[CH2:12][C@@H:11]([CH:13]=[C:14]([CH3:16])[CH3:15])[CH2:10][C:9]1=[O:17])[C:2]1[CH:7]=[CH:6][CH:5]=[CH:4][CH:3]=1. Given the product [CH2:1]([N:8]1[CH2:12][C@@H:11]([CH2:13][CH:14]([CH3:15])[CH3:16])[CH2:10][C:9]1=[O:17])[C:2]1[CH:7]=[CH:6][CH:5]=[CH:4][CH:3]=1, predict the reactants needed to synthesize it. (2) Given the product [C:1]([O:5][C:6]([N:8]1[CH2:9][CH2:10][CH:11]([C:14]2([C:23]3[CH:28]=[CH:27][C:26]([S:33]([CH3:37])(=[O:35])=[O:32])=[CH:25][CH:24]=3)[O:18][C:17]3[CH:19]=[CH:20][CH:21]=[CH:22][C:16]=3[O:15]2)[CH2:12][CH2:13]1)=[O:7])([CH3:4])([CH3:2])[CH3:3], predict the reactants needed to synthesize it. The reactants are: [C:1]([O:5][C:6]([N:8]1[CH2:13][CH2:12][CH:11]([C:14]2([C:23]3[CH:28]=[CH:27][C:26](SC)=[CH:25][CH:24]=3)[O:18][C:17]3[CH:19]=[CH:20][CH:21]=[CH:22][C:16]=3[O:15]2)[CH2:10][CH2:9]1)=[O:7])([CH3:4])([CH3:3])[CH3:2].O[O:32][S:33]([O-:35])=O.[K+].[CH3:37]O. (3) Given the product [Cl:1][C:2]1[CH:7]=[CH:6][C:5]([C@H:8]2[C@H:9]([N+:10]([O-:12])=[O:11])[CH2:20][N:15]([CH3:16])[CH2:14]2)=[CH:4][C:3]=1[F:13], predict the reactants needed to synthesize it. The reactants are: [Cl:1][C:2]1[CH:7]=[CH:6][C:5](/[CH:8]=[CH:9]/[N+:10]([O-:12])=[O:11])=[CH:4][C:3]=1[F:13].[CH3:14][NH:15][CH2:16]C(O)=O.[CH2:20]=O. (4) Given the product [NH2:1][C:2]1[N:3]=[C:4]([C:30]2[O:31][CH:32]=[CH:33][CH:34]=2)[C:5]([C:13]2[CH:18]=[CH:17][N:16]=[C:15]([N:19]3[CH2:20][CH2:21][CH:22]([C:25]([OH:27])=[O:26])[CH2:23][CH2:24]3)[CH:14]=2)=[C:6]([C:8]2[O:9][CH:10]=[CH:11][CH:12]=2)[N:7]=1, predict the reactants needed to synthesize it. The reactants are: [NH2:1][C:2]1[N:7]=[C:6]([C:8]2[O:9][CH:10]=[CH:11][CH:12]=2)[C:5]([C:13]2[CH:18]=[CH:17][N:16]=[C:15]([N:19]3[CH2:24][CH2:23][CH:22]([C:25]([O:27]CC)=[O:26])[CH2:21][CH2:20]3)[CH:14]=2)=[C:4]([C:30]2[O:31][CH:32]=[CH:33][CH:34]=2)[N:3]=1.[OH-].[Na+]. (5) Given the product [Br:11][C:12]1[CH:13]=[N:14][C:15]([C:3]([F:6])([F:5])[F:4])=[N:16][CH:17]=1, predict the reactants needed to synthesize it. The reactants are: C[Si](C)(C)[C:3]([F:6])([F:5])[F:4].[F-].[K+].[Br:11][C:12]1[CH:13]=[N:14][C:15](I)=[N:16][CH:17]=1. (6) Given the product [CH3:45][C:46]([CH3:51])([CH3:50])[CH2:47][CH2:48][NH:49][C:20]([C:17]1[CH:16]=[CH:15][C:14]([C:3]2[CH:4]=[C:5]([C:8]3[O:9][C:10]([CH3:13])=[N:11][N:12]=3)[CH:6]=[CH:7][C:2]=2[CH3:1])=[CH:19][CH:18]=1)=[O:21], predict the reactants needed to synthesize it. The reactants are: [CH3:1][C:2]1[CH:7]=[CH:6][C:5]([C:8]2[O:9][C:10]([CH3:13])=[N:11][N:12]=2)=[CH:4][C:3]=1[C:14]1[CH:19]=[CH:18][C:17]([C:20](O)=[O:21])=[CH:16][CH:15]=1.C1C=CC2N(O)N=NC=2C=1.Cl.CN(C)CCCN=C=NCC.[CH3:45][C:46]([CH3:51])([CH3:50])[CH2:47][CH2:48][NH2:49]. (7) Given the product [C:3]([O-:6])(=[O:5])[CH3:4].[Zn+2:2].[C:8]([O-:12])(=[O:11])[CH3:9], predict the reactants needed to synthesize it. The reactants are: [O-2].[Zn+2:2].[C:3]([O-:6])(=[O:5])[CH3:4].[NH4+].[C:8]([O-:12])(=[O:11])[CH2:9]C.